This data is from Catalyst prediction with 721,799 reactions and 888 catalyst types from USPTO. The task is: Predict which catalyst facilitates the given reaction. (1) Reactant: [F:1][C:2]1[CH:7]=[CH:6][C:5]([OH:8])=[CH:4][CH:3]=1.[C:9]1([CH:15](O)[CH2:16][CH2:17][N:18]2[CH2:23][CH2:22][N:21]([C:24]3[CH:29]=[CH:28][CH:27]=[CH:26][CH:25]=3)[CH2:20][CH2:19]2)[CH:14]=[CH:13][CH:12]=[CH:11][CH:10]=1.C1(P(C2C=CC=CC=2)C2C=CC=CC=2)C=CC=CC=1.N(C(OC(C)C)=O)=NC(OC(C)C)=O. Product: [F:1][C:2]1[CH:7]=[CH:6][C:5]([O:8][CH:15]([C:9]2[CH:14]=[CH:13][CH:12]=[CH:11][CH:10]=2)[CH2:16][CH2:17][N:18]2[CH2:23][CH2:22][N:21]([C:24]3[CH:29]=[CH:28][CH:27]=[CH:26][CH:25]=3)[CH2:20][CH2:19]2)=[CH:4][CH:3]=1. The catalyst class is: 1. (2) Reactant: [Br:1][C:2]1[C:7]2[C:8]([CH:11]=O)=[CH:9][S:10][C:6]=2[CH:5]=[CH:4][CH:3]=1.[S:13]([NH2:17])([NH2:16])(=[O:15])=[O:14].[BH4-].[Na+].O. Product: [Br:1][C:2]1[C:7]2[C:8]([CH2:11][NH:16][S:13]([NH2:17])(=[O:15])=[O:14])=[CH:9][S:10][C:6]=2[CH:5]=[CH:4][CH:3]=1. The catalyst class is: 8.